Dataset: CYP3A4 inhibition data for predicting drug metabolism from PubChem BioAssay. Task: Regression/Classification. Given a drug SMILES string, predict its absorption, distribution, metabolism, or excretion properties. Task type varies by dataset: regression for continuous measurements (e.g., permeability, clearance, half-life) or binary classification for categorical outcomes (e.g., BBB penetration, CYP inhibition). Dataset: cyp3a4_veith. (1) The drug is CC(=O)O[C@@H]1C[C@]2(C)[C@H](C[C@@H](O)[C@H]3[C@@]4(C)CC[C@@H](O)[C@@H](C)[C@@H]4CC[C@@]32C)/C1=C(\CCC=C(C)C)C(=O)[O-].[Na+]. The result is 0 (non-inhibitor). (2) The compound is O=C(c1ccncc1)N1CCC[C@@]2(CCN(Cc3ccccc3)C2)C1. The result is 1 (inhibitor). (3) The compound is O=C(Nc1ccc(N=Nc2ccccc2)cc1)c1ccc(Cl)cc1Cl. The result is 0 (non-inhibitor). (4) The drug is C#CCSc1nnc(-c2sc(-c3ccccc3)nc2C)n1C. The result is 1 (inhibitor). (5) The molecule is CC(=O)O.CN1CCN(CN2C(=O)C3C4C=CC(C3C2=O)C2C3C(=O)N(CN5CCN(C)CC5)C(=O)C3C42)CC1. The result is 0 (non-inhibitor). (6) The result is 1 (inhibitor). The compound is COc1ccc(NCc2nnc(SCc3ccccc3)n2-c2ccc(OC)cc2)cc1. (7) The drug is Nc1ncnc2nn([C@H]3O[C@@H](CO)[C@@H](O)[C@H]3O)nc12. The result is 0 (non-inhibitor). (8) The compound is COc1ccc(Oc2ncc3nc(-c4ccc(OC)cc4)c(=O)n(C4CC4)c3n2)cc1. The result is 1 (inhibitor).